Predict the reaction yield, written as a fraction of the theoretical maximum amount of product (1.0 means a 100% yield; for example, 0.34 means a 34% yield). From a dataset of Reaction yield outcomes from USPTO patents with 853,638 reactions. (1) The reactants are [Br:1][C:2]1[CH:7]=[CH:6][C:5]([CH:8]([CH2:11][OH:12])[CH2:9][OH:10])=[CH:4][CH:3]=1.[C:13](OC=C)(=[O:15])[CH3:14]. No catalyst specified. The product is [C:13]([O:10][CH2:9][CH:8]([C:5]1[CH:4]=[CH:3][C:2]([Br:1])=[CH:7][CH:6]=1)[CH2:11][OH:12])(=[O:15])[CH3:14]. The yield is 0.650. (2) The reactants are [CH3:1][O:2][C:3](=[O:20])[CH2:4][CH2:5][C:6]1[CH:11]=[CH:10][C:9]([O:12][CH2:13][CH2:14][CH2:15][CH:16]([OH:18])[CH3:17])=[CH:8][C:7]=1[CH3:19].[CH3:21][S:22](Cl)(=[O:24])=[O:23]. The catalyst is C(Cl)Cl. The product is [CH3:1][O:2][C:3](=[O:20])[CH2:4][CH2:5][C:6]1[CH:11]=[CH:10][C:9]([O:12][CH2:13][CH2:14][CH2:15][CH:16]([O:18][S:22]([CH3:21])(=[O:24])=[O:23])[CH3:17])=[CH:8][C:7]=1[CH3:19]. The yield is 0.960. (3) The reactants are [C:1]12([C:11]3[CH:27]=[CH:26][C:14]([O:15][CH2:16][C:17]([N:19]4[CH2:24][CH2:23][N:22]([CH3:25])[CH2:21][CH2:20]4)=[O:18])=[CH:13][CH:12]=3)[CH2:10][CH:5]3[CH2:6][CH:7]([CH2:9][CH:3]([CH2:4]3)[CH2:2]1)[CH2:8]2.[S:28](=[O:32])(=[O:31])([OH:30])[OH:29]. No catalyst specified. The product is [S:28]([O-:32])([OH:31])(=[O:30])=[O:29].[C:1]12([C:11]3[CH:27]=[CH:26][C:14]([O:15][CH2:16][C:17]([N:19]4[CH2:24][CH2:23][NH+:22]([CH3:25])[CH2:21][CH2:20]4)=[O:18])=[CH:13][CH:12]=3)[CH2:10][CH:5]3[CH2:6][CH:7]([CH2:9][CH:3]([CH2:4]3)[CH2:2]1)[CH2:8]2. The yield is 0.850.